This data is from Catalyst prediction with 721,799 reactions and 888 catalyst types from USPTO. The task is: Predict which catalyst facilitates the given reaction. Reactant: Cl[C:2]1[CH:7]=[C:6]([C:8]2[CH:13]=[CH:12][C:11]([F:14])=[CH:10][CH:9]=2)[N:5]=[C:4]([N:15]2[CH2:19][CH2:18][CH2:17][CH:16]2[CH3:20])[N:3]=1.[Br:21][C:22]1[CH:23]=[C:24]([CH3:35])[C:25]([N:28]2[CH2:33][CH2:32][NH:31][C@H:30]([CH3:34])[CH2:29]2)=[N:26][CH:27]=1.C([O-])(O)=O.[Na+]. Product: [Br:21][C:22]1[CH:23]=[C:24]([CH3:35])[C:25]([N:28]2[CH2:33][CH2:32][N:31]([C:2]3[CH:7]=[C:6]([C:8]4[CH:13]=[CH:12][C:11]([F:14])=[CH:10][CH:9]=4)[N:5]=[C:4]([N:15]4[CH2:19][CH2:18][CH2:17][CH:16]4[CH3:20])[N:3]=3)[C@H:30]([CH3:34])[CH2:29]2)=[N:26][CH:27]=1. The catalyst class is: 14.